This data is from Full USPTO retrosynthesis dataset with 1.9M reactions from patents (1976-2016). The task is: Predict the reactants needed to synthesize the given product. (1) Given the product [F:1][C:2]1[CH:7]=[CH:6][C:5]([CH2:8][C:9]2[C:10]([N:15]3[CH2:21][C:20]4[CH:22]=[C:23]([C:26]5[N:31]=[C:30]6[NH:32][C:33]([NH2:35])=[N:34][C:29]6=[CH:28][CH:27]=5)[CH:24]=[CH:25][C:19]=4[O:18][CH2:17][CH2:16]3)=[N:11][CH:12]=[N:13][C:14]=2[CH3:42])=[CH:4][CH:3]=1, predict the reactants needed to synthesize it. The reactants are: [F:1][C:2]1[CH:7]=[CH:6][C:5]([CH2:8][C:9]2[C:10]([N:15]3[CH2:21][C:20]4[CH:22]=[C:23]([C:26]5[N:31]=[C:30]6[NH:32][C:33]([NH:35]C(=O)OC)=[N:34][C:29]6=[CH:28][CH:27]=5)[CH:24]=[CH:25][C:19]=4[O:18][CH2:17][CH2:16]3)=[N:11][CH:12]=[N:13][CH:14]=2)=[CH:4][CH:3]=1.[OH-].[K+].[CH3:42]O. (2) Given the product [CH:18]1([C:12]2[N:8]3[CH2:9][CH2:10][O:11][C:5]4[CH:4]=[CH:3][C:2]([C:31]#[C:30][C@@:28]([OH:32])([C:25]5[CH:24]=[C:23]([CH3:22])[O:27][N:26]=5)[CH3:29])=[CH:21][C:6]=4[C:7]3=[N:14][C:13]=2[C:15]([NH2:17])=[O:16])[CH2:20][CH2:19]1, predict the reactants needed to synthesize it. The reactants are: Br[C:2]1[CH:3]=[CH:4][C:5]2[O:11][CH2:10][CH2:9][N:8]3[C:12]([CH:18]4[CH2:20][CH2:19]4)=[C:13]([C:15]([NH2:17])=[O:16])[N:14]=[C:7]3[C:6]=2[CH:21]=1.[CH3:22][C:23]1[O:27][N:26]=[C:25]([C@:28]([OH:32])([C:30]#[CH:31])[CH3:29])[CH:24]=1. (3) Given the product [Br:15][C:11]1[C:10]([CH3:14])=[C:4]([C:3]([O:2][CH3:1])=[CH:13][CH:12]=1)[C:5]([O:7][CH2:8][CH3:9])=[O:6], predict the reactants needed to synthesize it. The reactants are: [CH3:1][O:2][C:3]1[CH:13]=[CH:12][CH:11]=[C:10]([CH3:14])[C:4]=1[C:5]([O:7][CH2:8][CH3:9])=[O:6].[Br:15]Br. (4) Given the product [F:1][C:2]1[CH:3]=[C:4]([C:8]2[C:17]3[C:12](=[CH:13][C:14]([CH3:18])=[CH:15][CH:16]=3)[N:11]=[C:10]([C:24]#[N:25])[CH:9]=2)[CH:5]=[CH:6][CH:7]=1, predict the reactants needed to synthesize it. The reactants are: [F:1][C:2]1[CH:3]=[C:4]([C:8]2[C:17]3[C:12](=[CH:13][C:14]([CH3:18])=[CH:15][CH:16]=3)[N+:11]([O-])=[CH:10][CH:9]=2)[CH:5]=[CH:6][CH:7]=1.C[Si]([C:24]#[N:25])(C)C.CN(C)C(Cl)=O.C([O-])(O)=O.[Na+]. (5) Given the product [Cl:38][C:32]1[CH:33]=[C:34]([Cl:37])[CH:35]=[CH:36][C:31]=1[C:16]1[N:15]([C:12]2[CH:11]=[CH:10][C:9]([OH:8])=[CH:14][CH:13]=2)[C:19]([CH3:20])=[C:18]([C:21]([NH:23][CH:24]2[CH2:29][CH2:28][CH2:27][CH:26]([OH:30])[CH2:25]2)=[O:22])[N:17]=1, predict the reactants needed to synthesize it. The reactants are: C([O:8][C:9]1[CH:14]=[CH:13][C:12]([N:15]2[C:19]([CH3:20])=[C:18]([C:21]([NH:23][CH:24]3[CH2:29][CH2:28][CH2:27][CH:26]([OH:30])[CH2:25]3)=[O:22])[N:17]=[C:16]2[C:31]2[CH:36]=[CH:35][C:34]([Cl:37])=[CH:33][C:32]=2[Cl:38])=[CH:11][CH:10]=1)C1C=CC=CC=1.CSC.B(F)(F)F.CCOCC.B(F)(F)F. (6) Given the product [CH3:8][C:9]1[CH:14]=[CH:13][C:12]([C:15]([C:16]([Cl:22])=[O:17])=[O:19])=[CH:11][CH:10]=1, predict the reactants needed to synthesize it. The reactants are: C1(C)C=CC=CC=1.[CH3:8][C:9]1[CH:14]=[CH:13][C:12]([C:15](=[O:19])[C:16](O)=[O:17])=[CH:11][CH:10]=1.S(Cl)([Cl:22])=O.